From a dataset of Forward reaction prediction with 1.9M reactions from USPTO patents (1976-2016). Predict the product of the given reaction. (1) Given the reactants [C:1]1([CH:7]([C:26]2[CH:31]=[CH:30][CH:29]=[CH:28][CH:27]=2)[CH2:8][CH2:9][N:10]2[CH2:15][CH2:14][N:13]([C:16]3[CH:24]=[C:23]4[C:19]([CH2:20][NH:21][C:22]4=[O:25])=[CH:18][CH:17]=3)[CH2:12][CH2:11]2)[CH:6]=[CH:5][CH:4]=[CH:3][CH:2]=1.[CH:32]1(Br)[CH2:38][CH2:37][CH2:36][CH2:35][CH2:34][CH2:33]1, predict the reaction product. The product is: [CH:32]1([N:21]2[CH2:20][C:19]3[C:23](=[CH:24][C:16]([N:13]4[CH2:12][CH2:11][N:10]([CH2:9][CH2:8][CH:7]([C:1]5[CH:2]=[CH:3][CH:4]=[CH:5][CH:6]=5)[C:26]5[CH:31]=[CH:30][CH:29]=[CH:28][CH:27]=5)[CH2:15][CH2:14]4)=[CH:17][CH:18]=3)[C:22]2=[O:25])[CH2:38][CH2:37][CH2:36][CH2:35][CH2:34][CH2:33]1. (2) Given the reactants [CH3:1][C:2]1[CH:3]=[N:4][C:5]([CH2:11][S+:12]([O-:24])[C:13]2[NH:14][C:15]3[CH:16]=[CH:17][C:18]([O:22][CH3:23])=[CH:19][C:20]=3[N:21]=2)=[C:6]([CH3:10])[C:7]=1[O:8][CH3:9].C[O-].[Na+:27].CO, predict the reaction product. The product is: [CH3:1][C:2]1[CH:3]=[N:4][C:5]([CH2:11][S+:12]([O-:24])[C:13]2[N-:14][C:15]3[CH:16]=[CH:17][C:18]([O:22][CH3:23])=[CH:19][C:20]=3[N:21]=2)=[C:6]([CH3:10])[C:7]=1[O:8][CH3:9].[Na+:27]. (3) Given the reactants [C:1]1([S:7](Cl)(=[O:9])=[O:8])[CH:6]=[CH:5][CH:4]=[CH:3][CH:2]=1.[Br:11][C:12]1[CH:13]=[C:14]([NH:19][CH2:20][CH:21]([O:25][CH2:26][CH3:27])[O:22][CH2:23][CH3:24])[CH:15]=[CH:16][C:17]=1[CH3:18].N1C=CC=CC=1.C(=O)([O-])O.[Na+], predict the reaction product. The product is: [Br:11][C:12]1[CH:13]=[C:14]([N:19]([CH2:20][CH:21]([O:25][CH2:26][CH3:27])[O:22][CH2:23][CH3:24])[S:7]([C:1]2[CH:6]=[CH:5][CH:4]=[CH:3][CH:2]=2)(=[O:9])=[O:8])[CH:15]=[CH:16][C:17]=1[CH3:18]. (4) Given the reactants Br[C:2]1[C:8]([C:9]([F:12])([F:11])[F:10])=[CH:7][C:5]([NH2:6])=[C:4]([F:13])[CH:3]=1.[CH3:14][O:15][C:16](=[O:49])[NH:17][C@H:18]([C:22]([N:24]1[CH2:28][CH2:27][CH2:26][C@H:25]1[C:29]1[NH:30][CH:31]=[C:32]([C:34]2[CH:39]=[CH:38][C:37](B3OC(C)(C)C(C)(C)O3)=[CH:36][CH:35]=2)[N:33]=1)=[O:23])[CH:19]([CH3:21])[CH3:20].C1(C)C=CC=CC=1.O.C(=O)([O-])[O-].[K+].[K+], predict the reaction product. The product is: [CH3:14][O:15][C:16](=[O:49])[NH:17][C@H:18]([C:22]([N:24]1[CH2:28][CH2:27][CH2:26][C@H:25]1[C:29]1[NH:30][CH:31]=[C:32]([C:34]2[CH:35]=[CH:36][C:37]([C:2]3[CH:3]=[C:4]([F:13])[C:5]([NH2:6])=[CH:7][C:8]=3[C:9]([F:12])([F:11])[F:10])=[CH:38][CH:39]=2)[N:33]=1)=[O:23])[CH:19]([CH3:21])[CH3:20]. (5) Given the reactants Cl[C:2]1[N:7]=[C:6]([NH:8][C:9]2[CH:14]=[CH:13][C:12]([O:15][CH2:16][CH2:17][CH2:18][N:19]3[CH2:24][CH2:23][O:22][CH2:21][CH2:20]3)=[CH:11][CH:10]=2)[C:5]([F:25])=[CH:4][N:3]=1.[Cl:26][C:27]1[CH:33]=[C:32]([OH:34])[C:31]([CH3:35])=[CH:30][C:28]=1[NH2:29], predict the reaction product. The product is: [Cl:26][C:27]1[CH:33]=[C:32]([OH:34])[C:31]([CH3:35])=[CH:30][C:28]=1[NH:29][C:2]1[N:7]=[C:6]([NH:8][C:9]2[CH:14]=[CH:13][C:12]([O:15][CH2:16][CH2:17][CH2:18][N:19]3[CH2:24][CH2:23][O:22][CH2:21][CH2:20]3)=[CH:11][CH:10]=2)[C:5]([F:25])=[CH:4][N:3]=1. (6) Given the reactants [OH:1][CH2:2][C:3]1[CH:8]=[CH:7][C:6]([CH:9]2[CH2:14][CH2:13][N:12]([C:15]([O:17][C:18]([CH3:21])([CH3:20])[CH3:19])=[O:16])[CH2:11][CH:10]2[O:22][CH2:23][C:24]2[CH:33]=[CH:32][C:31]3[C:26](=[CH:27][CH:28]=[CH:29][CH:30]=3)[CH:25]=2)=[CH:5][CH:4]=1.[CH2:34]([O:41][CH2:42][CH2:43]I)[C:35]1[CH:40]=[CH:39][CH:38]=[CH:37][CH:36]=1, predict the reaction product. The product is: [CH2:34]([O:41][CH2:42][CH2:43][O:1][CH2:2][C:3]1[CH:8]=[CH:7][C:6]([CH:9]2[CH2:14][CH2:13][N:12]([C:15]([O:17][C:18]([CH3:21])([CH3:19])[CH3:20])=[O:16])[CH2:11][CH:10]2[O:22][CH2:23][C:24]2[CH:33]=[CH:32][C:31]3[C:26](=[CH:27][CH:28]=[CH:29][CH:30]=3)[CH:25]=2)=[CH:5][CH:4]=1)[C:35]1[CH:40]=[CH:39][CH:38]=[CH:37][CH:36]=1.